This data is from Forward reaction prediction with 1.9M reactions from USPTO patents (1976-2016). The task is: Predict the product of the given reaction. (1) Given the reactants Br[C:2]1[CH:7]=[CH:6][CH:5]=[CH:4][C:3]=1[C@H:8]([O:10][CH2:11][C@H:12]1[CH2:14][O:13]1)[CH3:9].C1(C)C=CC=CC=1P(C1C=CC=CC=1C)C1C=CC=CC=1C.C(N(CC)CC)C.[C:44]([O:48][CH3:49])(=[O:47])[CH:45]=[CH2:46], predict the reaction product. The product is: [O:13]1[CH2:14][C@@H:12]1[CH2:11][O:10][C@@H:8]([C:3]1[CH:4]=[CH:5][CH:6]=[CH:7][C:2]=1[CH:46]=[CH:45][C:44]([O:48][CH3:49])=[O:47])[CH3:9]. (2) Given the reactants S1C=C[C:3]([C:6]2C=CC=C[C:7]=2[NH:12]CCCC(OC(C)(C)C)=O)=C1.[S:23]1[CH:27]=[CH:26][C:25](B(O)O)=[CH:24]1.C(=O)([O-])[O-].[K+].[K+].[C:50]1(P([C:50]2[CH:55]=[CH:54][CH:53]=[CH:52][CH:51]=2)[C:50]2[CH:55]=[CH:54][CH:53]=[CH:52][CH:51]=2)[CH:55]=[CH:54][CH:53]=[CH:52][CH:51]=1, predict the reaction product. The product is: [S:23]1[CH:27]=[CH:26][C:25]([C:53]2[CH:52]=[CH:51][C:50]([CH:6]([CH3:3])[CH2:7][NH2:12])=[CH:55][CH:54]=2)=[CH:24]1. (3) Given the reactants [CH3:1][C:2]1[CH:7]=[C:6]([CH3:8])[CH:5]=[C:4]([CH3:9])[C:3]=1[Mg]Br.O1CCCC1.[CH:17](=[O:24])[C:18]1[CH:23]=[CH:22][CH:21]=[CH:20][CH:19]=1, predict the reaction product. The product is: [C:18]1([CH:17]([C:3]2[C:2]([CH3:1])=[CH:7][C:6]([CH3:8])=[CH:5][C:4]=2[CH3:9])[OH:24])[CH:23]=[CH:22][CH:21]=[CH:20][CH:19]=1. (4) The product is: [CH2:22]([C:21]1[O:14][C:3]2[C:4]([C:5]([O:7][CH3:8])=[O:6])=[CH:9][C:10]([O:12][CH3:13])=[CH:11][C:2]=2[CH:20]=1)[CH3:23]. Given the reactants Br[C:2]1[C:3]([OH:14])=[C:4]([CH:9]=[C:10]([O:12][CH3:13])[CH:11]=1)[C:5]([O:7][CH3:8])=[O:6].CN(C)C=O.[CH:20]#[C:21][CH2:22][CH3:23], predict the reaction product. (5) Given the reactants [CH3:1][O:2][C:3](=[O:13])[C:4]1[CH:9]=[CH:8][C:7](I)=[C:6]([O:11][CH3:12])[CH:5]=1.C(Cl)(Cl)Cl.P(C(C)(C)C)(C(C)(C)C)C(C)(C)C.[CH2:31]([Zn]Br)[CH2:32][CH2:33][CH3:34], predict the reaction product. The product is: [CH3:1][O:2][C:3](=[O:13])[C:4]1[CH:9]=[CH:8][C:7]([CH2:31][CH2:32][CH2:33][CH3:34])=[C:6]([O:11][CH3:12])[CH:5]=1. (6) Given the reactants [Cl:1][C:2]1[CH:11]=[C:10]2[C:5]([CH2:6][CH2:7][O:8][C@H:9]2[C:12]2[CH:13]=[C:14]([C:18]([C:20]3[C:21]([NH:26][C@H:27]4[CH2:31][C@H:30]([O:32][Si](C(C)C)(C(C)C)C(C)C)[C@@H:29]([CH2:43][OH:44])[CH2:28]4)=[N:22][CH:23]=[N:24][CH:25]=3)=[O:19])[S:15][C:16]=2[CH3:17])=[CH:4][CH:3]=1.C1COCC1.CCCC[N+](CCCC)(CCCC)CCCC.[F-], predict the reaction product. The product is: [Cl:1][C:2]1[CH:11]=[C:10]2[C:5]([CH2:6][CH2:7][O:8][C@H:9]2[C:12]2[CH:13]=[C:14]([C:18]([C:20]3[C:21]([NH:26][C@@H:27]4[CH2:28][C@H:29]([CH2:43][OH:44])[C@@H:30]([OH:32])[CH2:31]4)=[N:22][CH:23]=[N:24][CH:25]=3)=[O:19])[S:15][C:16]=2[CH3:17])=[CH:4][CH:3]=1. (7) Given the reactants [Cl:1][C:2]1[CH:7]=[CH:6][C:5]([C:8]2([C:12]([OH:14])=O)[CH2:11][CH2:10][CH2:9]2)=[CH:4][CH:3]=1.[Br:15][C:16]1[CH:17]=[C:18]([CH2:24][CH2:25][NH2:26])[CH:19]=[CH:20][C:21]=1[O:22][CH3:23], predict the reaction product. The product is: [Br:15][C:16]1[CH:17]=[C:18]([CH2:24][CH2:25][NH:26][C:12]([C:8]2([C:5]3[CH:4]=[CH:3][C:2]([Cl:1])=[CH:7][CH:6]=3)[CH2:9][CH2:10][CH2:11]2)=[O:14])[CH:19]=[CH:20][C:21]=1[O:22][CH3:23].